This data is from Catalyst prediction with 721,799 reactions and 888 catalyst types from USPTO. The task is: Predict which catalyst facilitates the given reaction. (1) Reactant: [C:1]1([N:7]2[CH:11]=[N:10][C:9]([C:12]([OH:14])=O)=[N:8]2)[CH:6]=[CH:5][CH:4]=[CH:3][CH:2]=1.[N:15]1[N:19]2[CH:20]=[CH:21][N:22]=[C:23]([N:24]3[CH2:28][CH2:27][C@H:26]([NH2:29])[CH2:25]3)[C:18]2=[CH:17][CH:16]=1.C(N(CC)CC)C.CN(C(ON1N=NC2C=CC=NC1=2)=[N+](C)C)C.F[P-](F)(F)(F)(F)F. Product: [C:1]1([N:7]2[CH:11]=[N:10][C:9]([C:12]([NH:29][C@H:26]3[CH2:27][CH2:28][N:24]([C:23]4[C:18]5[N:19]([N:15]=[CH:16][CH:17]=5)[CH:20]=[CH:21][N:22]=4)[CH2:25]3)=[O:14])=[N:8]2)[CH:2]=[CH:3][CH:4]=[CH:5][CH:6]=1. The catalyst class is: 16. (2) Reactant: Br[CH2:2][C:3]([N:5]([CH:17]1[CH2:22][CH2:21][N:20]([C:23]([O:25][CH2:26][C:27]2[CH:32]=[CH:31][CH:30]=[CH:29][CH:28]=2)=[O:24])[CH2:19][CH2:18]1)[C@H:6]1[C@H:15]([OH:16])[CH2:14][CH2:13][C:8]2([O:12][CH2:11][CH2:10][O:9]2)[CH2:7]1)=[O:4].CC([O-])(C)C.[K+]. Product: [O:4]=[C:3]1[CH2:2][O:16][C@@H:15]2[CH2:14][CH2:13][C:8]3([CH2:7][C@H:6]2[N:5]1[CH:17]1[CH2:22][CH2:21][N:20]([C:23]([O:25][CH2:26][C:27]2[CH:32]=[CH:31][CH:30]=[CH:29][CH:28]=2)=[O:24])[CH2:19][CH2:18]1)[O:12][CH2:11][CH2:10][O:9]3. The catalyst class is: 1. (3) Reactant: [OH-:1].[K+].O[NH2:4].Cl.C[O:7][C:8](=O)/[CH:9]=[CH:10]/[C:11]1[CH:16]=[CH:15][C:14]([CH2:17][NH:18][CH2:19][CH2:20][C:21]2[C:29]3[C:24](=[CH:25][CH:26]=[CH:27][CH:28]=3)[NH:23][CH:22]=2)=[CH:13][CH:12]=1.ON.C(=O)=O. Product: [OH:1][NH:4][C:8](=[O:7])/[CH:9]=[CH:10]/[C:11]1[CH:16]=[CH:15][C:14]([CH2:17][NH:18][CH2:19][CH2:20][C:21]2[C:29]3[C:24](=[CH:25][CH:26]=[CH:27][CH:28]=3)[NH:23][CH:22]=2)=[CH:13][CH:12]=1. The catalyst class is: 5.